This data is from Reaction yield outcomes from USPTO patents with 853,638 reactions. The task is: Predict the reaction yield, written as a fraction of the theoretical maximum amount of product (1.0 means a 100% yield; for example, 0.34 means a 34% yield). The reactants are [OH-].[Na+].Cl.[Br:4][C:5]1[CH:6]=[C:7]2[C:18]3([CH2:23][CH2:22][S:21][C:20]([NH:24]C(=O)C4C=CC([N+]([O-])=O)=CC=4)=[N:19]3)[C:17]3[CH:16]=[C:15]([Cl:36])[N:14]=[CH:13][C:12]=3[O:11][C:8]2=[CH:9][CH:10]=1. The catalyst is CO.O. The product is [Br:4][C:5]1[CH:6]=[C:7]2[C:18]3([CH2:23][CH2:22][S:21][C:20]([NH2:24])=[N:19]3)[C:17]3[CH:16]=[C:15]([Cl:36])[N:14]=[CH:13][C:12]=3[O:11][C:8]2=[CH:9][CH:10]=1. The yield is 0.603.